Dataset: Full USPTO retrosynthesis dataset with 1.9M reactions from patents (1976-2016). Task: Predict the reactants needed to synthesize the given product. (1) Given the product [Br:1][C:2]1[C:11]([O:12][CH:21]([CH3:23])[CH3:22])=[C:10]2[C:5]([CH:6]=[CH:7][C:8]([CH3:13])=[N:9]2)=[CH:4][CH:3]=1, predict the reactants needed to synthesize it. The reactants are: [Br:1][C:2]1[C:11]([OH:12])=[C:10]2[C:5]([CH:6]=[CH:7][C:8]([CH3:13])=[N:9]2)=[CH:4][CH:3]=1.C([O-])([O-])=O.[K+].[K+].I[CH:21]([CH3:23])[CH3:22].C(OCC)(=O)C. (2) Given the product [F:11][C:12]1[CH:25]=[CH:24][C:15]([CH:16]=[C:17]2[S:21][C:20](=[O:22])[NH:19][C:18]2=[O:23])=[CH:14][C:13]=1[C:26]1[CH:31]=[N:30][CH:29]=[C:28]([N:32]2[CH2:38][CH2:37][CH2:36][N:35]([C:39](=[O:47])[C:40]3[CH:45]=[CH:44][CH:43]=[CH:42][C:41]=3[F:46])[CH2:34][CH2:33]2)[N:27]=1, predict the reactants needed to synthesize it. The reactants are: FC1C=CC=CC=1C(Cl)=O.[F:11][C:12]1[CH:25]=[CH:24][C:15](/[CH:16]=[C:17]2/[C:18](=[O:23])[NH:19][C:20](=[O:22])[S:21]/2)=[CH:14][C:13]=1[C:26]1[CH:31]=[N:30][CH:29]=[C:28]([N:32]2[CH2:38][CH2:37][CH2:36][N:35]([C:39](=[O:47])[C:40]3[CH:45]=[CH:44][CH:43]=[CH:42][C:41]=3[F:46])[CH2:34][CH2:33]2)[N:27]=1. (3) Given the product [CH:18]1([N:9]2[C:10]3[CH:15]=[CH:14][N:13]=[C:12]([O:16][CH3:17])[C:11]=3[C:7]([C:33]3[CH:38]=[CH:37][C:36]([S:39]([NH2:42])(=[O:41])=[O:40])=[CH:35][CH:34]=3)=[N:8]2)[CH2:19][CH2:20][CH2:21][CH2:22]1, predict the reactants needed to synthesize it. The reactants are: FC(F)(F)S(O[C:7]1[C:11]2[C:12]([O:16][CH3:17])=[N:13][CH:14]=[CH:15][C:10]=2[N:9]([CH:18]2[CH2:22][CH2:21][CH2:20][CH2:19]2)[N:8]=1)(=O)=O.CC1(C)C(C)(C)OB([C:33]2[CH:38]=[CH:37][C:36]([S:39]([NH2:42])(=[O:41])=[O:40])=[CH:35][CH:34]=2)O1.C(=O)([O-])[O-].[Na+].[Na+].O. (4) Given the product [F:19][C:18]1[C:2]([C:24]#[C:23][C:22]([CH2:26][F:27])([OH:25])[CH2:21][F:20])=[CH:3][C:4]2[C:10]3[N:11]=[C:12]([C:14]([NH2:16])=[O:15])[S:13][C:9]=3[CH2:8][CH2:7][O:6][C:5]=2[CH:17]=1, predict the reactants needed to synthesize it. The reactants are: Br[C:2]1[C:18]([F:19])=[CH:17][C:5]2[O:6][CH2:7][CH2:8][C:9]3[S:13][C:12]([C:14]([NH2:16])=[O:15])=[N:11][C:10]=3[C:4]=2[CH:3]=1.[F:20][CH2:21][C:22]([CH2:26][F:27])([OH:25])[C:23]#[CH:24]. (5) Given the product [Cl:14][C:13]1[C:3]2[CH2:2][N:30]([CH:28]([C:19]3[CH:20]=[N:21][C:22]([N:23]4[CH:27]=[CH:26][CH:25]=[N:24]4)=[C:17]([CH3:16])[CH:18]=3)[CH3:29])[C:5](=[O:7])[C:4]=2[CH:10]=[CH:11][N:12]=1, predict the reactants needed to synthesize it. The reactants are: Br[CH2:2][C:3]1[C:13]([Cl:14])=[N:12][CH:11]=[CH:10][C:4]=1[C:5]([O:7]CC)=O.Cl.[CH3:16][C:17]1[CH:18]=[C:19]([CH:28]([NH2:30])[CH3:29])[CH:20]=[N:21][C:22]=1[N:23]1[CH:27]=[CH:26][CH:25]=[N:24]1. (6) The reactants are: [NH2:1][C:2]1[N:7]=[C:6]([CH3:8])[C:5]([CH2:9][CH2:10][CH2:11][NH:12][CH2:13][C:14]2[CH:15]=[C:16]([CH2:20][C:21]([O:23][CH3:24])=[O:22])[CH:17]=[CH:18][CH:19]=2)=[C:4]([NH:25][CH2:26][CH2:27][CH2:28][CH2:29][CH3:30])[N:3]=1.[CH3:31][S:32](Cl)(=[O:34])=[O:33]. Given the product [NH2:1][C:2]1[N:7]=[C:6]([CH3:8])[C:5]([CH2:9][CH2:10][CH2:11][N:12]([CH2:13][C:14]2[CH:15]=[C:16]([CH2:20][C:21]([O:23][CH3:24])=[O:22])[CH:17]=[CH:18][CH:19]=2)[S:32]([CH3:31])(=[O:34])=[O:33])=[C:4]([NH:25][CH2:26][CH2:27][CH2:28][CH2:29][CH3:30])[N:3]=1, predict the reactants needed to synthesize it. (7) Given the product [CH3:34][O:35][C:36]1[CH:42]=[CH:41][C:39]([NH:40][CH2:14][C:13]2[CH:16]=[C:17]([C:18]3[N:26]=[C:25]([CH3:27])[N:24]=[C:23]4[C:19]=3[N:20]=[CH:21][NH:22]4)[C:10]([NH:9][C:6]3[CH:7]=[N:8][C:3]([O:2][CH3:1])=[CH:4][CH:5]=3)=[N:11][CH:12]=2)=[CH:38][CH:37]=1, predict the reactants needed to synthesize it. The reactants are: [CH3:1][O:2][C:3]1[N:8]=[CH:7][C:6]([NH:9][C:10]2[C:17]([C:18]3[N:26]=[C:25]([CH3:27])[N:24]=[C:23]4[C:19]=3[N:20]=[CH:21][N:22]4C3CCCCO3)=[CH:16][C:13]([CH:14]=O)=[CH:12][N:11]=2)=[CH:5][CH:4]=1.[CH3:34][O:35][C:36]1[CH:42]=[CH:41][C:39]([NH2:40])=[CH:38][CH:37]=1.[BH4-].[Na+].Cl.